Binary Classification. Given a drug SMILES string, predict its activity (active/inactive) in a high-throughput screening assay against a specified biological target. From a dataset of HIV replication inhibition screening data with 41,000+ compounds from the AIDS Antiviral Screen. (1) The drug is Oc1cc(NNc2cccc(Cl)c2)nc(O)n1. The result is 0 (inactive). (2) The drug is CC1=NN(c2ccccc2)C(=O)C1=C1SCCS1. The result is 0 (inactive). (3) The molecule is C=C(C)C(=O)OC1CC2(CO)OC2CCC(COC(C)=O)=CC2OC(=O)C(=C)C21. The result is 0 (inactive). (4) The molecule is O=C1CCCCCCCCCCC(=O)N2CCOCCOCCN1Cc1cccc(n1)C2. The result is 0 (inactive). (5) The compound is CCOC(=O)Oc1cc2c(c(OC)c1OC)-c1ccc(OC)c(=O)cc1C(NC(C)=O)CC2. The result is 0 (inactive).